From a dataset of Forward reaction prediction with 1.9M reactions from USPTO patents (1976-2016). Predict the product of the given reaction. (1) Given the reactants [CH3:1][O:2][C:3]1[N:4]=[C:5]2[C:10](=[CH:11][CH:12]=1)[N:9]=[CH:8][CH:7]=[C:6]2[N:13]1[CH2:18][CH2:17][N:16]([CH2:19][CH2:20][NH:21]C(=O)OC(C)(C)C)[CH2:15][C:14]1=[O:29].Cl.O1CCOCC1, predict the reaction product. The product is: [NH2:21][CH2:20][CH2:19][N:16]1[CH2:17][CH2:18][N:13]([C:6]2[C:5]3[C:10](=[CH:11][CH:12]=[C:3]([O:2][CH3:1])[N:4]=3)[N:9]=[CH:8][CH:7]=2)[C:14](=[O:29])[CH2:15]1. (2) Given the reactants [O:1]1[C:10]2[C:5](=[CH:6][CH:7]=[CH:8][C:9]=2[N:11]2[CH2:16][CH2:15][N:14]([CH2:17][CH2:18][CH2:19][CH2:20][O:21][C:22]3[CH:23]=[CH:24][C:25]4[CH:30]=[N:29][C:28](=[O:31])[NH:27][C:26]=4[N:32]=3)[CH2:13][CH2:12]2)[CH2:4][CH2:3][CH2:2]1.[BH4-].[Na+].Cl.CCOCC, predict the reaction product. The product is: [O:1]1[C:10]2[C:5](=[CH:6][CH:7]=[CH:8][C:9]=2[N:11]2[CH2:12][CH2:13][N:14]([CH2:17][CH2:18][CH2:19][CH2:20][O:21][C:22]3[CH:23]=[CH:24][C:25]4[CH2:30][NH:29][C:28](=[O:31])[NH:27][C:26]=4[N:32]=3)[CH2:15][CH2:16]2)[CH2:4][CH2:3][CH2:2]1. (3) Given the reactants [CH3:1][C:2]([Si:5](Cl)([CH3:7])[CH3:6])([CH3:4])[CH3:3].CCN(C(C)C)C(C)C.[OH:18][C:19]1[CH:27]=[C:26]2[C:22]([CH:23]=[C:24]([C:28]([O:30][CH3:31])=[O:29])[NH:25]2)=[CH:21][CH:20]=1, predict the reaction product. The product is: [CH3:1][C:2]([Si:5]([CH3:7])([CH3:6])[O:18][C:19]1[CH:27]=[C:26]2[C:22]([CH:23]=[C:24]([C:28]([O:30][CH3:31])=[O:29])[NH:25]2)=[CH:21][CH:20]=1)([CH3:4])[CH3:3]. (4) Given the reactants [CH3:1][C:2]1[CH:7]=[C:6]([CH3:8])[CH:5]=[C:4]([CH3:9])[C:3]=1[OH:10].[H-].[Na+].Cl[C:14]1[C:19]([CH3:20])=[C:18]([Cl:21])[CH:17]=[C:16]([CH2:22][CH3:23])[N+:15]=1[O-:24], predict the reaction product. The product is: [Cl:21][C:18]1[CH:17]=[C:16]([CH2:22][CH3:23])[N+:15]([O-:24])=[C:14]([O:10][C:3]2[C:4]([CH3:9])=[CH:5][C:6]([CH3:8])=[CH:7][C:2]=2[CH3:1])[C:19]=1[CH3:20]. (5) Given the reactants [CH3:1][N:2]1[C@@H:19]2[CH2:20][C:7]3=[CH:8][CH:9]=[C:10]([OH:21])[C:11]4[O:12][C@H:13]5[C:14]([CH2:16][CH2:17][C@@H:18]2[C@:5]5([C:6]=43)[CH2:4][CH2:3]1)=[O:15].[O-][CH2:23]C.[Na+].OS(O)(=O)=O.[OH-].[Na+], predict the reaction product. The product is: [CH3:1][N:2]1[C@@H:19]2[CH2:20][C:7]3[CH:8]=[CH:9][C:10]([O:21][CH3:23])=[C:11]4[O:12][C@H:13]5[C:14]([CH2:16][CH2:17][C@@H:18]2[C@:5]5([C:6]=34)[CH2:4][CH2:3]1)=[O:15]. (6) Given the reactants CC(C)([O-])C.[K+].[C:7]1([CH2:13][C:14]#[N:15])[CH:12]=[CH:11][CH:10]=[CH:9][CH:8]=1.Br[CH2:17][CH2:18][O:19][Si:20]([CH3:23])([CH3:22])[CH3:21], predict the reaction product. The product is: [C:7]1([CH:13]([CH2:17][CH2:18][O:19][Si:20]([CH3:23])([CH3:22])[CH3:21])[C:14]#[N:15])[CH:12]=[CH:11][CH:10]=[CH:9][CH:8]=1.